Dataset: HIV replication inhibition screening data with 41,000+ compounds from the AIDS Antiviral Screen. Task: Binary Classification. Given a drug SMILES string, predict its activity (active/inactive) in a high-throughput screening assay against a specified biological target. (1) The compound is COc1ccc2c(O)c(Cl)c(=O)oc2c1. The result is 0 (inactive). (2) The drug is N#Cc1c(=O)c2cc([N+](=O)[O-])ccc2n2c1[nH]c1ccccc12. The result is 0 (inactive). (3) The drug is CCC1Sc2cc(OC)cc3c2N(CCN3)C1=O. The result is 0 (inactive). (4) The drug is OCc1cccnc1. The result is 0 (inactive). (5) The drug is Cn1c(=O)c2[nH]cnc2n(CC(=O)O)c1=O. The result is 0 (inactive). (6) The result is 0 (inactive). The molecule is CC=C(C)C(=O)OC1CC(C)(C)CC2C3=CCC4C56CCC(O)(OC5)C(C)(C)C6CCC4(C)C3(C)CCC12C(=O)O. (7) The drug is CCN1CC2(COC)CCC(O)C34C5CC6C(OC)CC(O)(C5C6O)C(C(OC)C23)C14. The result is 0 (inactive). (8) The drug is FC(F)(F)c1cccc(NC2=NCC(CI)S2)c1. The result is 0 (inactive). (9) The drug is COC(=O)C1C(O)CC(c2ccccn2)N(Cc2ccccc2)C1c1ccccn1. The result is 0 (inactive). (10) The compound is CC1(C)C2CC1C(C(O)C1c3cc(-c4ccccn4)ncc3C3CC1C3(C)C)c1cc(-c3ccccn3)ncc12. The result is 0 (inactive).